This data is from Forward reaction prediction with 1.9M reactions from USPTO patents (1976-2016). The task is: Predict the product of the given reaction. (1) The product is: [CH3:15][O:14][C:8]1[C:9]([N+:11]([O-:13])=[O:12])=[CH:10][C:2]2[NH:1][C:16](=[O:17])[O:5][C:4](=[O:6])[C:3]=2[CH:7]=1. Given the reactants [NH2:1][C:2]1[CH:10]=[C:9]([N+:11]([O-:13])=[O:12])[C:8]([O:14][CH3:15])=[CH:7][C:3]=1[C:4]([OH:6])=[O:5].[C:16](Cl)(Cl)=[O:17], predict the reaction product. (2) Given the reactants [Cl:1][C:2]1[CH:3]=[CH:4][C:5]([S:10][CH:11]2[CH2:15][CH2:14][CH2:13][CH2:12]2)=[C:6]([CH:9]=1)[C:7]#[N:8].ClC1C=CC(SCC)=C(C=1)CN, predict the reaction product. The product is: [Cl:1][C:2]1[CH:3]=[CH:4][C:5]([S:10][CH:11]2[CH2:12][CH2:13][CH2:14][CH2:15]2)=[C:6]([CH2:7][NH2:8])[CH:9]=1. (3) Given the reactants [Br:1][C:2]1[CH:3]=[C:4]([CH:7]=[CH:8][C:9]=1[O:10][CH3:11])[CH:5]=[O:6].[OH:12][CH2:13][C:14]([CH3:18])([CH2:16]O)[CH3:15].O, predict the reaction product. The product is: [Br:1][C:2]1[CH:3]=[C:4]([CH:5]2[O:12][CH2:13][C:14]([CH3:18])([CH3:16])[CH2:15][O:6]2)[CH:7]=[CH:8][C:9]=1[O:10][CH3:11]. (4) Given the reactants [Cl:1][C:2]1[CH:3]=[C:4]([C:9]2([C:28]([F:31])([F:30])[F:29])[O:13][N:12]=[C:11]([C:14]3[CH:27]=[CH:26][C:17]4[B:18]([OH:25])[O:19][C:20]([CH2:23][CH3:24])([CH2:21][CH3:22])[C:16]=4[CH:15]=3)[CH2:10]2)[CH:5]=[C:6]([Cl:8])[CH:7]=1.C1(=O)CCCC1, predict the reaction product. The product is: [Cl:8][C:6]1[CH:5]=[C:4]([C:9]2([C:28]([F:29])([F:31])[F:30])[O:13][N:12]=[C:11]([C:14]3[CH:27]=[CH:26][C:17]4[B:18]([OH:25])[O:19][C:20]5([CH2:23][CH2:24][CH2:22][CH2:21]5)[C:16]=4[CH:15]=3)[CH2:10]2)[CH:3]=[C:2]([Cl:1])[CH:7]=1. (5) Given the reactants [NH2:1][C:2]1[CH:3]=[C:4]([C:12]([N:14]2[CH2:19][CH2:18]N(C)[CH2:16][CH2:15]2)=O)[CH:5]=[C:6]([C:8]([F:11])([F:10])[F:9])[CH:7]=1, predict the reaction product. The product is: [CH2:15]([N:14]([CH2:12][C:4]1[CH:3]=[C:2]([CH:7]=[C:6]([C:8]([F:9])([F:10])[F:11])[CH:5]=1)[NH2:1])[CH2:19][CH3:18])[CH3:16]. (6) Given the reactants ClC1C=CC([O:6][C:7]2[C:16]3[C:11](=[CH:12][C:13]([O:19][CH2:20][CH2:21][CH2:22][N:23]4[CH2:28][CH2:27][N:26]([CH3:29])[CH2:25][CH2:24]4)=[C:14]([O:17][CH3:18])[CH:15]=3)[N:10]=[CH:9][N:8]=2)=C(F)C=1.Cl.C(=O)([O-])O.[Na+], predict the reaction product. The product is: [CH3:18][O:17][C:14]1[CH:15]=[C:16]2[C:11](=[CH:12][C:13]=1[O:19][CH2:20][CH2:21][CH2:22][N:23]1[CH2:28][CH2:27][N:26]([CH3:29])[CH2:25][CH2:24]1)[N:10]=[CH:9][NH:8][C:7]2=[O:6]. (7) Given the reactants [CH3:1][C@:2]12[C@@H:11]3[CH2:12][CH2:13][C@@:14]4([O:19][C@@H]5O[C@H](CO)[C@@H](O)[C@H](O)[C@H]5O[C@@H]5O[C@H](CO)[C@@H](O)[C@H](O)[C@H]5O)[C:16]([CH2:18][C@@:10]3([CH2:15]4)[CH2:9][CH2:8][C@@H:7]1[C@@:6]([C:43]([O:45][C@@H]1O[C@H](CO)[C@@H](O)[C@H](O)[C@H]1O)=[O:44])([CH3:42])[CH2:5][CH2:4][CH2:3]2)=[CH2:17].C[C@]12[C@@H]3CC[C@@]4(O[C@@H]5O[C@H](CO)[C@@H](O)[C@H](O)[C@H]5O[C@@H]5O[C@H](CO)[C@@H](O)[C@H](O[C@@H]6O[C@H](CO)[C@@H](O)[C@H](O)[C@H]6O)[C@H]5O)C(C[C@@]3(C4)CC[C@@H]1[C@@](C(O[C@@H]1O[C@H](CO)[C@@H](O)[C@H](O)[C@H]1O)=O)(C)CCC2)=C, predict the reaction product. The product is: [CH3:1][C@:2]12[C@@H:11]3[CH2:12][CH2:13][C@@:14]4([OH:19])[C:16]([CH2:18][C@@:10]3([CH2:15]4)[CH2:9][CH2:8][C@@H:7]1[C@@:6]([C:43]([OH:45])=[O:44])([CH3:42])[CH2:5][CH2:4][CH2:3]2)=[CH2:17].